Dataset: Catalyst prediction with 721,799 reactions and 888 catalyst types from USPTO. Task: Predict which catalyst facilitates the given reaction. (1) Reactant: [CH2:1]([O:7][C:8]1[CH:15]=[CH:14][C:11]([CH:12]=O)=[CH:10][C:9]=1[O:16][CH3:17])[CH2:2][CH2:3][CH2:4][CH2:5][CH3:6].[NH:18]1[CH2:21][CH:20]([C:22]([OH:24])=[O:23])[CH2:19]1.C([BH3-])#N.[Na+]. Product: [CH2:1]([O:7][C:8]1[CH:15]=[CH:14][C:11]([CH2:12][N:18]2[CH2:21][CH:20]([C:22]([OH:24])=[O:23])[CH2:19]2)=[CH:10][C:9]=1[O:16][CH3:17])[CH2:2][CH2:3][CH2:4][CH2:5][CH3:6]. The catalyst class is: 61. (2) Reactant: [O-][Mn](=O)(=O)=O.[K+].CC(C)=[O:9].[Cl:11][C:12]1[CH:13]=[CH:14][C:15]([CH:34]=[O:35])=[C:16]([C:18]2[CH:19]=[CH:20][C:21]([C:24]([NH:26][CH2:27][CH2:28][C:29]([O:31]CC)=[O:30])=[O:25])=[N:22][CH:23]=2)[CH:17]=1. Product: [C:29]([CH2:28][CH2:27][NH:26][C:24]([C:21]1[N:22]=[CH:23][C:18]([C:16]2[CH:17]=[C:12]([Cl:11])[CH:13]=[CH:14][C:15]=2[C:34]([OH:35])=[O:9])=[CH:19][CH:20]=1)=[O:25])([OH:31])=[O:30]. The catalyst class is: 6. (3) Reactant: FC(F)(F)C(O)=O.[Br:8][C:9]1[CH:14]=[CH:13][C:12]([C:15]2(O)[CH2:20][CH2:19][CH:18]([C:21]([NH:23][C@H:24]3[CH2:29][CH2:28][C@@H:27]([OH:30])[CH2:26][CH2:25]3)=[O:22])[CH2:17][CH2:16]2)=[C:11]([CH3:32])[CH:10]=1. Product: [Br:8][C:9]1[CH:14]=[CH:13][C:12]([C:15]2[CH2:20][CH2:19][CH:18]([C:21]([NH:23][C@H:24]3[CH2:29][CH2:28][C@@H:27]([OH:30])[CH2:26][CH2:25]3)=[O:22])[CH2:17][CH:16]=2)=[C:11]([CH3:32])[CH:10]=1. The catalyst class is: 2. (4) Reactant: N1C=CC=CC=1.[CH2:7]([O:9][C:10]([C:12]1[C:13]([OH:21])=[C:14]2[S:20][CH:19]=[CH:18][C:15]2=[N:16][CH:17]=1)=[O:11])[CH3:8].Cl[C:23]([O:25][CH:26]([CH3:28])[CH3:27])=[O:24]. Product: [CH:26]([O:25][C:23]([N:16]1[CH:17]=[C:12]([C:10]([O:9][CH2:7][CH3:8])=[O:11])[C:13](=[O:21])[C:14]2[S:20][CH:19]=[CH:18][C:15]1=2)=[O:24])([CH3:28])[CH3:27]. The catalyst class is: 4. (5) Reactant: [N:1]1([C:7](=O)[CH2:8][C:9]#[N:10])[CH2:6][CH2:5][O:4][CH2:3][CH2:2]1.COC1C=CC(P2(SP(C3C=CC(OC)=CC=3)(=S)S2)=[S:21])=CC=1. Product: [N:1]1([C:7](=[S:21])[CH2:8][C:9]#[N:10])[CH2:6][CH2:5][O:4][CH2:3][CH2:2]1. The catalyst class is: 1. (6) Reactant: I[C:2]1[CH:3]=[C:4]2[C:8](=[CH:9][CH:10]=1)[N:7]([CH:11]1[CH2:16][CH2:15][N:14]([C:17]([O:19][C:20]([CH3:23])([CH3:22])[CH3:21])=[O:18])[CH2:13][CH2:12]1)[CH2:6][CH2:5]2.[Li]C(CC)C.[F:29][C:30]1[CH:35]=[CH:34][CH:33]=[CH:32][C:31]=1[S:36](F)(=[O:38])=[O:37].[NH4+].[Cl-]. Product: [F:29][C:30]1[CH:35]=[CH:34][CH:33]=[CH:32][C:31]=1[S:36]([C:2]1[CH:3]=[C:4]2[C:8](=[CH:9][CH:10]=1)[N:7]([CH:11]1[CH2:16][CH2:15][N:14]([C:17]([O:19][C:20]([CH3:23])([CH3:22])[CH3:21])=[O:18])[CH2:13][CH2:12]1)[CH2:6][CH2:5]2)(=[O:38])=[O:37]. The catalyst class is: 49. (7) Reactant: [NH2:1][C:2]1[N:7]=[CH:6][C:5]([C:8]2[N:13]=[C:12]([N:14]3[CH2:18][CH2:17][C:16]([F:20])([F:19])[CH2:15]3)[N:11]=[C:10]([CH:21]3[CH2:24][C:23](=O)[CH2:22]3)[CH:9]=2)=[CH:4][C:3]=1[O:26][CH:27]([F:29])[F:28].[NH:30]1[CH2:35][CH2:34][O:33][CH2:32][CH2:31]1.C(O)(=O)C.C(O[BH-](OC(=O)C)OC(=O)C)(=O)C.[Na+]. Product: [F:29][CH:27]([F:28])[O:26][C:3]1[C:2]([NH2:1])=[N:7][CH:6]=[C:5]([C:8]2[CH:9]=[C:10]([C@H:21]3[CH2:24][C@@H:23]([N:30]4[CH2:35][CH2:34][O:33][CH2:32][CH2:31]4)[CH2:22]3)[N:11]=[C:12]([N:14]3[CH2:18][CH2:17][C:16]([F:19])([F:20])[CH2:15]3)[N:13]=2)[CH:4]=1. The catalyst class is: 68.